This data is from Full USPTO retrosynthesis dataset with 1.9M reactions from patents (1976-2016). The task is: Predict the reactants needed to synthesize the given product. (1) Given the product [CH3:12][O:13][C:14]1[CH:15]=[C:16]2[C:21](=[CH:22][CH:23]=1)[CH:20]=[C:19]([C@H:24]([CH3:28])[C:25]([O:27][CH2:29][CH2:30][O:33][C:34]([NH:11][CH2:10][C@H:2]1[CH2:3][CH2:4][C@H:5]([C:7]([OH:9])=[O:8])[CH2:6][CH2:1]1)=[O:37])=[O:26])[CH:18]=[CH:17]2, predict the reactants needed to synthesize it. The reactants are: [CH2:1]1[CH2:6][C@H:5]([C:7]([OH:9])=[O:8])[CH2:4][CH2:3][C@H:2]1[CH2:10][NH2:11].[CH3:12][O:13][C:14]1[CH:15]=[C:16]2[C:21](=[CH:22][CH:23]=1)[CH:20]=[C:19]([CH:24]([CH3:28])[C:25]([O-:27])=[O:26])[CH:18]=[CH:17]2.[CH3:29][C:30]([O:33][CH3:34])(C)C.CC(C)=[O:37].O. (2) Given the product [C:29]([O:28][C:26](=[O:27])[NH:25][C@@H:21]([CH2:20][CH3:19])[C:22]([NH:1][C:2]1[CH:17]=[CH:16][CH:15]=[C:14]([Cl:18])[C:3]=1[C:4](=[O:5])[NH:6][C:7]1[CH:12]=[CH:11][CH:10]=[CH:9][C:8]=1[CH3:13])=[O:23])([CH3:32])([CH3:31])[CH3:30], predict the reactants needed to synthesize it. The reactants are: [NH2:1][C:2]1[CH:17]=[CH:16][CH:15]=[C:14]([Cl:18])[C:3]=1[C:4]([NH:6][C:7]1[CH:12]=[CH:11][CH:10]=[CH:9][C:8]=1[CH3:13])=[O:5].[CH3:19][CH2:20][C@H:21]([NH:25][C:26]([O:28][C:29]([CH3:32])([CH3:31])[CH3:30])=[O:27])[C:22](O)=[O:23].CCN(C(C)C)C(C)C.CN(C(ON1N=NC2C=CC=NC1=2)=[N+](C)C)C.F[P-](F)(F)(F)(F)F.